Dataset: Full USPTO retrosynthesis dataset with 1.9M reactions from patents (1976-2016). Task: Predict the reactants needed to synthesize the given product. (1) Given the product [ClH:20].[ClH:20].[N:1]1([CH2:6][CH:7]2[CH2:11][S:10][C:9]([NH2:12])=[N:8]2)[CH:5]=[N:4][CH:3]=[N:2]1, predict the reactants needed to synthesize it. The reactants are: [N:1]1([CH2:6][CH:7]2[CH2:11][S:10][C:9]([NH:12]C(=O)OC(C)(C)C)=[N:8]2)[CH:5]=[N:4][CH:3]=[N:2]1.[ClH:20]. (2) Given the product [Cl:23][C:24]1[CH:29]=[C:28]([CH2:30][N:6]2[C:2]([CH3:1])=[N:3][C:4]([C:7]3[O:8][C:9]([C:12]4[CH:13]=[CH:14][C:15]([O:18][C:19]([F:22])([F:20])[F:21])=[CH:16][CH:17]=4)=[CH:10][N:11]=3)=[N:5]2)[CH:27]=[CH:26][N:25]=1, predict the reactants needed to synthesize it. The reactants are: [CH3:1][C:2]1[NH:6][N:5]=[C:4]([C:7]2[O:8][C:9]([C:12]3[CH:17]=[CH:16][C:15]([O:18][C:19]([F:22])([F:21])[F:20])=[CH:14][CH:13]=3)=[CH:10][N:11]=2)[N:3]=1.[Cl:23][C:24]1[CH:29]=[C:28]([CH2:30]Cl)[CH:27]=[CH:26][N:25]=1.C([O-])([O-])=O.[Cs+].[Cs+]. (3) Given the product [Cl:1][C:2]1[CH:7]=[CH:6][C:5]([C:8]2[NH:9][C:10]3[N:11]([N:15]=[C:16]([O:26][CH3:27])[C:17]=3[C:18]3[O:19][N:23]=[C:21]([CH3:22])[N:20]=3)[C:12](=[O:14])[CH:13]=2)=[CH:4][CH:3]=1, predict the reactants needed to synthesize it. The reactants are: [Cl:1][C:2]1[CH:7]=[CH:6][C:5]([C:8]2[NH:9][C:10]3[N:11]([N:15]=[C:16]([O:26][CH3:27])[C:17]=3[C:18](/[N:20]=[C:21](/[N:23](C)C)\[CH3:22])=[O:19])[C:12](=[O:14])[CH:13]=2)=[CH:4][CH:3]=1.NO.Cl.[OH-].[Na+]. (4) The reactants are: CC1C=CC(S(O[CH2:12][C:13]([OH:41])([CH3:40])[CH2:14][O:15][C:16]2[CH:17]=[C:18]3[C:23](=[CH:24][CH:25]=2)[N:22]=[CH:21][N:20]([C:26]2[CH:31]=[C:30]([C:32]([NH:34][CH:35]4[CH2:37][CH2:36]4)=[O:33])[CH:29]=[CH:28][C:27]=2[CH3:38])[C:19]3=[O:39])(=O)=O)=CC=1.C(=O)([O-])[O-].[K+].[K+].[NH:48]1[CH2:52][CH2:51][CH2:50][CH2:49]1. Given the product [CH:35]1([NH:34][C:32](=[O:33])[C:30]2[CH:29]=[CH:28][C:27]([CH3:38])=[C:26]([N:20]3[C:19](=[O:39])[C:18]4[C:23](=[CH:24][CH:25]=[C:16]([O:15][CH2:14][C:13]([OH:41])([CH3:40])[CH2:12][N:48]5[CH2:52][CH2:51][CH2:50][CH2:49]5)[CH:17]=4)[N:22]=[CH:21]3)[CH:31]=2)[CH2:37][CH2:36]1, predict the reactants needed to synthesize it. (5) The reactants are: [O:1]=[C:2]([C:12]1[CH:17]=[CH:16][CH:15]=[CH:14][CH:13]=1)[CH2:3][NH:4][C:5](=[O:11])[O:6][C:7]([CH3:10])([CH3:9])[CH3:8].[CH2:18]=[O:19].[C:20]([O-:23])([O-])=O.[K+].[K+].Cl.[Na+].[Cl-]. Given the product [OH:19][CH2:18][C:3]([NH:4][C:5](=[O:11])[O:6][C:7]([CH3:10])([CH3:8])[CH3:9])([CH2:20][OH:23])[C:2](=[O:1])[C:12]1[CH:17]=[CH:16][CH:15]=[CH:14][CH:13]=1, predict the reactants needed to synthesize it.